Predict the product of the given reaction. From a dataset of Forward reaction prediction with 1.9M reactions from USPTO patents (1976-2016). (1) Given the reactants [CH3:1][O:2][C:3]1[CH:4]=[C:5]([CH:9]([C:14]2[CH:19]=[CH:18][N:17]=[CH:16][CH:15]=2)[C:10]([O:12][CH3:13])=[O:11])[CH:6]=[CH:7][CH:8]=1.[H][H], predict the reaction product. The product is: [CH3:1][O:2][C:3]1[CH:4]=[C:5]([CH:9]([CH:14]2[CH2:19][CH2:18][NH:17][CH2:16][CH2:15]2)[C:10]([O:12][CH3:13])=[O:11])[CH:6]=[CH:7][CH:8]=1. (2) Given the reactants Br[C:2]1[CH:3]=[CH:4][C:5]([O:8][C:9]2[CH:10]=[C:11]([CH:15]=[C:16]3[CH2:21][CH2:20][CH:19]([NH:22][C:23]([C:25]4[CH:26]=[N:27][CH:28]=[CH:29][CH:30]=4)=[O:24])[CH2:18][CH2:17]3)[CH:12]=[CH:13][CH:14]=2)=[N:6][CH:7]=1.[CH3:31][N:32](C=O)C, predict the reaction product. The product is: [C:31]([C:2]1[CH:3]=[CH:4][C:5]([O:8][C:9]2[CH:10]=[C:11]([CH:15]=[C:16]3[CH2:21][CH2:20][CH:19]([NH:22][C:23]([C:25]4[CH:26]=[N:27][CH:28]=[CH:29][CH:30]=4)=[O:24])[CH2:18][CH2:17]3)[CH:12]=[CH:13][CH:14]=2)=[N:6][CH:7]=1)#[N:32]. (3) Given the reactants [C:1]([C:4]1[N:5]=[C:6]([S:9][CH2:10][C:11]([NH:13][CH2:14][C@@H:15]2[O:20][CH2:19][CH2:18][N:17]([CH2:21][C:22]3[CH:27]=[CH:26][C:25]([Cl:28])=[C:24]([Cl:29])[CH:23]=3)[CH2:16]2)=[O:12])[S:7][CH:8]=1)(O)=[O:2].Cl.[CH2:31]([NH2:33])[CH3:32].Cl.CN(C)CCCN=C=NCC.O.OC1C2N=NNC=2C=CC=1.C(=O)([O-])O.[Na+], predict the reaction product. The product is: [ClH:28].[Cl:29][C:24]1[CH:23]=[C:22]([CH:27]=[CH:26][C:25]=1[Cl:28])[CH2:21][N:17]1[CH2:18][CH2:19][O:20][C@@H:15]([CH2:14][NH:13][C:11](=[O:12])[CH2:10][S:9][C:6]2[S:7][CH:8]=[C:4]([C:1]([NH:33][CH2:31][CH3:32])=[O:2])[N:5]=2)[CH2:16]1. (4) Given the reactants [Br:1][C:2]1[CH:14]=[CH:13][C:12]([C:15]([OH:17])=O)=[C:11]2[C:3]=1[C:4]1[CH2:5][CH2:6][CH2:7][CH2:8][C:9]=1[NH:10]2.C1C=[N:22]C2N(O)N=NC=2C=1.C(Cl)CCl.N, predict the reaction product. The product is: [Br:1][C:2]1[CH:14]=[CH:13][C:12]([C:15]([NH2:22])=[O:17])=[C:11]2[C:3]=1[C:4]1[CH2:5][CH2:6][CH2:7][CH2:8][C:9]=1[NH:10]2. (5) Given the reactants Cl[C:2]1[CH:7]=[C:6]([CH3:8])[N:5]=[C:4]([O:9][C:10]2[C:15]([CH3:16])=[CH:14][C:13]([CH3:17])=[CH:12][C:11]=2[CH3:18])[C:3]=1[CH3:19].[CH2:20]([NH2:22])[CH3:21], predict the reaction product. The product is: [CH3:19][C:3]1[C:4]([O:9][C:10]2[C:15]([CH3:16])=[CH:14][C:13]([CH3:17])=[CH:12][C:11]=2[CH3:18])=[N:5][C:6]([CH3:8])=[CH:7][C:2]=1[NH:22][CH2:20][CH3:21]. (6) Given the reactants [CH3:1][C:2]1([C:7]2[O:11][C:10]([CH2:12][N:13]3[N:17]=[C:16]([NH2:18])[CH:15]=[N:14]3)=[CH:9][CH:8]=2)[O:6]CCO1.[C:19]1([C:25]2[O:29][C:28]([CH3:30])=[N:27][C:26]=2[C:31](O)=[O:32])[CH:24]=[CH:23][CH:22]=[CH:21][CH:20]=1, predict the reaction product. The product is: [C:2]([C:7]1[O:11][C:10]([CH2:12][N:13]2[N:17]=[C:16]([NH:18][C:31]([C:26]3[N:27]=[C:28]([CH3:30])[O:29][C:25]=3[C:19]3[CH:20]=[CH:21][CH:22]=[CH:23][CH:24]=3)=[O:32])[CH:15]=[N:14]2)=[CH:9][CH:8]=1)(=[O:6])[CH3:1].